From a dataset of Full USPTO retrosynthesis dataset with 1.9M reactions from patents (1976-2016). Predict the reactants needed to synthesize the given product. Given the product [F:1][C:2]1[C:3]([O:10][C:21]2[C:26](=[O:27])[NH:25][CH:24]=[N:23][C:22]=2[C:28]([F:31])([F:30])[F:29])=[CH:4][CH:5]=[CH:6][C:7]=1[C:8]#[N:9], predict the reactants needed to synthesize it. The reactants are: [F:1][C:2]1[C:7]([C:8]#[N:9])=[CH:6][CH:5]=[CH:4][C:3]=1[OH:10].ClC1C=C(C=C(O[C:21]2[C:26](=[O:27])[NH:25][CH:24]=[N:23][C:22]=2[C:28]([F:31])([F:30])[F:29])C=1)C#N.